Dataset: Catalyst prediction with 721,799 reactions and 888 catalyst types from USPTO. Task: Predict which catalyst facilitates the given reaction. (1) Reactant: [CH:1]1([NH:4][C:5]([C:7]2[C:11]3[CH:12]=[CH:13][C:14]([O:16][C:17]4[C:26]5[C:21](=[CH:22][C:23]([OH:27])=[CH:24][CH:25]=5)[N:20]=[CH:19][CH:18]=4)=[CH:15][C:10]=3[O:9][C:8]=2[CH3:28])=[O:6])[CH2:3][CH2:2]1.[Br:29][CH2:30][CH2:31]Br.C([O-])([O-])=O.[K+].[K+]. Product: [Br:29][CH2:30][CH2:31][O:27][C:23]1[CH:22]=[C:21]2[C:26]([C:17]([O:16][C:14]3[CH:13]=[CH:12][C:11]4[C:7]([C:5]([NH:4][CH:1]5[CH2:2][CH2:3]5)=[O:6])=[C:8]([CH3:28])[O:9][C:10]=4[CH:15]=3)=[CH:18][CH:19]=[N:20]2)=[CH:25][CH:24]=1. The catalyst class is: 3. (2) Reactant: C(O[C:4]([C:6]1[N:11]2[C:12]([C:15](=[O:20])C(Cl)(Cl)Cl)=[CH:13][N:14]=[C:10]2[CH:9]=[CH:8][CH:7]=1)=[O:5])C.[NH3:21]. Product: [N:14]1[CH:13]=[C:12]2[N:11]3[C:6](=[CH:7][CH:8]=[CH:9][C:10]=13)[C:4](=[O:5])[NH:21][C:15]2=[O:20]. The catalyst class is: 10. (3) Reactant: [C:1]([N:4]1[C:13]2[C:8](=[CH:9][CH:10]=[CH:11][CH:12]=2)[C@H:7]([NH:14]C(=O)OCC2C=CC=CC=2)[C@@H:6]([CH3:25])[C@@H:5]1[CH2:26][C:27]([F:30])([F:29])[F:28])(=[O:3])[CH3:2]. Product: [NH2:14][C@H:7]1[C:8]2[C:13](=[CH:12][CH:11]=[CH:10][CH:9]=2)[N:4]([C:1](=[O:3])[CH3:2])[C@@H:5]([CH2:26][C:27]([F:30])([F:28])[F:29])[C@@H:6]1[CH3:25]. The catalyst class is: 19.